Dataset: Peptide-MHC class I binding affinity with 185,985 pairs from IEDB/IMGT. Task: Regression. Given a peptide amino acid sequence and an MHC pseudo amino acid sequence, predict their binding affinity value. This is MHC class I binding data. (1) The peptide sequence is SNQNLIPSTV. The MHC is H-2-Db with pseudo-sequence H-2-Db. The binding affinity (normalized) is 0.00804. (2) The peptide sequence is FQPQNGDFI. The MHC is H-2-Kb with pseudo-sequence H-2-Kb. The binding affinity (normalized) is 0.0258. (3) The binding affinity (normalized) is 0.567. The peptide sequence is RVFNNYMPY. The MHC is HLA-A26:01 with pseudo-sequence HLA-A26:01.